Dataset: Catalyst prediction with 721,799 reactions and 888 catalyst types from USPTO. Task: Predict which catalyst facilitates the given reaction. (1) Reactant: [CH2:1]([O:8][CH:9]1[CH:13]([NH:14][C:15]([CH:17]2[CH2:21][CH2:20][CH2:19][N:18]2[C:22](=[O:40])[CH:23]([NH:25][C:26](=[O:39])[C:27]2[CH:32]=[C:31]([Cl:33])[C:30]([O:34]CC=C)=[C:29]([Cl:38])[CH:28]=2)[CH3:24])=[O:16])[CH2:12][C:11](=[O:41])[O:10]1)[C:2]1[CH:7]=[CH:6][CH:5]=[CH:4][CH:3]=1.CC1C2C(=CC=CC=2)C(C)=C2C=1C=CC1C2=CC=CC=1. Product: [CH2:1]([O:8][CH:9]1[CH:13]([NH:14][C:15]([CH:17]2[CH2:21][CH2:20][CH2:19][N:18]2[C:22](=[O:40])[CH:23]([NH:25][C:26](=[O:39])[C:27]2[CH:32]=[C:31]([Cl:33])[C:30]([OH:34])=[C:29]([Cl:38])[CH:28]=2)[CH3:24])=[O:16])[CH2:12][C:11](=[O:41])[O:10]1)[C:2]1[CH:3]=[CH:4][CH:5]=[CH:6][CH:7]=1. The catalyst class is: 532. (2) Reactant: [NH2:1][C:2]1[C:7]2=[CH:8][CH:9]=[CH:10][N:6]2[N:5]=[CH:4][N:3]=1.[I:11]N1C(=O)CCC1=O.[OH-].[Na+]. Product: [NH2:1][C:2]1[C:7]2=[CH:8][CH:9]=[C:10]([I:11])[N:6]2[N:5]=[CH:4][N:3]=1. The catalyst class is: 9. (3) Reactant: [CH3:1][N:2]([CH3:6])[C:3](Cl)=[O:4].[CH2:7]([NH:14][CH2:15][CH2:16][OH:17])[C:8]1[CH:13]=[CH:12][CH:11]=[CH:10][CH:9]=1.C(N(CC)CC)C. Product: [CH2:7]([N:14]([CH2:15][CH2:16][OH:17])[C:3]([N:2]([CH3:6])[CH3:1])=[O:4])[C:8]1[CH:13]=[CH:12][CH:11]=[CH:10][CH:9]=1. The catalyst class is: 2. (4) Reactant: CC1C(O)=C(C)C2CC[C@](CCC[C@@H](CCC[C@@H](CCCC(C)C)C)C)(C)OC=2C=1C.C(O)C(O)C.C(O)(=O)CCCCCCC/C=C\CCCCCCCC.[CH3:57][N:58]([C:76]1[CH:77]=[CH:78][CH:79]=[CH:80][N:81]=1)[CH2:59][CH2:60][O:61][C:62]1[CH:63]=[CH:64][C:65]([CH2:68][CH:69]2[S:75][C:73](=[O:74])[NH:72][C:70]2=[O:71])=[CH:66][CH:67]=1.C(/C(O)=O)=C/C(O)=O. Product: [CH3:57][N:58]([C:76]1[CH:77]=[CH:78][CH:79]=[CH:80][N:81]=1)[CH2:59][CH2:60][O:61][C:62]1[CH:67]=[CH:66][C:65]([CH2:68][CH:69]2[S:75][C:73](=[O:74])[NH:72][C:70]2=[O:71])=[CH:64][CH:63]=1. The catalyst class is: 8. (5) Reactant: [P:1]([OH:5])([OH:4])([OH:3])=[O:2].[NH2:6][C:7]1[C:12]2[C:13]([C:16]3[CH:21]=[CH:20][C:19]([NH:22][C:23]([NH:25][C:26]4[CH:31]=[CH:30][CH:29]=[C:28]([F:32])[CH:27]=4)=[O:24])=[CH:18][CH:17]=3)=[CH:14][S:15][C:11]=2[C:10]([C:33]2[CH:34]=[N:35][N:36]([CH2:38][CH2:39][OH:40])[CH:37]=2)=[CH:9][N:8]=1. Product: [NH2:6][C:7]1[C:12]2[C:13]([C:16]3[CH:17]=[CH:18][C:19]([NH:22][C:23]([NH:25][C:26]4[CH:31]=[CH:30][CH:29]=[C:28]([F:32])[CH:27]=4)=[O:24])=[CH:20][CH:21]=3)=[CH:14][S:15][C:11]=2[C:10]([C:33]2[CH:34]=[N:35][N:36]([CH2:38][CH2:39][OH:40])[CH:37]=2)=[CH:9][N:8]=1.[P:1](=[O:2])([OH:5])([OH:4])[OH:3]. The catalyst class is: 259. (6) Reactant: [F:1][C:2]([F:14])([F:13])[C:3]([F:12])([C:8]([F:11])([F:10])[F:9])[CH2:4][CH2:5][CH2:6]Br.C(=O)([O-])[O-].[K+].[K+].[CH3:21][O:22][C:23](=[O:26])[CH2:24][SH:25].CN(C)C=O. Product: [CH3:21][O:22][C:23](=[O:26])[CH2:24][S:25][CH2:6][CH2:5][CH2:4][C:3]([F:12])([C:8]([F:11])([F:10])[F:9])[C:2]([F:14])([F:13])[F:1]. The catalyst class is: 84. (7) Reactant: [Cl:1][C:2]1[C:3]([CH3:24])=[C:4]([CH2:8][NH:9][C:10]2[N:11]=[C:12]([N:18]3[CH2:23][CH2:22][O:21][CH2:20][CH2:19]3)[S:13][C:14]=2[C:15]([NH2:17])=[O:16])[CH:5]=[CH:6][CH:7]=1.[O:25]1[CH2:29][CH2:28][CH2:27][CH:26]1[C:30](Cl)=O. Product: [Cl:1][C:2]1[C:3]([CH3:24])=[C:4]([CH2:8][N:9]2[C:10]3[N:11]=[C:12]([N:18]4[CH2:19][CH2:20][O:21][CH2:22][CH2:23]4)[S:13][C:14]=3[C:15](=[O:16])[N:17]=[C:30]2[CH:26]2[CH2:27][CH2:28][CH2:29][O:25]2)[CH:5]=[CH:6][CH:7]=1. The catalyst class is: 57. (8) Product: [F:23][C:19]1[CH:18]=[C:17]([C:9]2[C:10]3[C:15]([NH2:16])=[N:14][CH:13]=[N:12][C:11]=3[N:7]([CH:5]3[CH2:4][CH:3]([CH2:2][N:1]4[CH2:35][CH2:34][CH2:33][CH2:32]4)[CH2:6]3)[CH:8]=2)[CH:22]=[CH:21][CH:20]=1. Reactant: [NH2:1][CH2:2][CH:3]1[CH2:6][CH:5]([N:7]2[C:11]3[N:12]=[CH:13][N:14]=[C:15]([NH2:16])[C:10]=3[C:9]([C:17]3[CH:22]=[CH:21][CH:20]=[C:19]([F:23])[CH:18]=3)=[CH:8]2)[CH2:4]1.C(N(CC)CC)C.Br[CH2:32][CH2:33][CH2:34][CH2:35]Br. The catalyst class is: 12. (9) Reactant: Br[CH2:2][CH2:3][C:4]1[CH:9]=[CH:8][CH:7]=[CH:6][CH:5]=1.[OH:10][C:11]1[CH:12]=[C:13]([CH:16]=[CH:17][C:18]=1[OH:19])[CH:14]=[O:15].C(=O)([O-])[O-].[Cs+].[Cs+]. Product: [OH:10][C:11]1[CH:12]=[C:13]([CH:16]=[CH:17][C:18]=1[O:19][CH2:2][CH2:3][C:4]1[CH:9]=[CH:8][CH:7]=[CH:6][CH:5]=1)[CH:14]=[O:15]. The catalyst class is: 711. (10) The catalyst class is: 790. Product: [Cl:1][C:2]1[N:3]=[C:4]([N:13]2[CH2:18][CH2:17][O:16][CH2:15][CH2:14]2)[C:5]2[N:11]=[C:10]([C:25]3[C:20]([F:19])=[C:21]([NH:35][S:36]([CH2:39][CH2:40][CH3:41])(=[O:37])=[O:38])[CH:22]=[CH:23][CH:24]=3)[CH:9]=[CH:8][C:6]=2[N:7]=1. Reactant: [Cl:1][C:2]1[N:3]=[C:4]([N:13]2[CH2:18][CH2:17][O:16][CH2:15][CH2:14]2)[C:5]2[N:11]=[C:10](Cl)[CH:9]=[CH:8][C:6]=2[N:7]=1.[F:19][C:20]1[C:25](B2OC(C)(C)C(C)(C)O2)=[CH:24][CH:23]=[CH:22][C:21]=1[NH:35][S:36]([CH2:39][CH2:40][CH3:41])(=[O:38])=[O:37].C(=O)([O-])[O-].[K+].[K+].